Dataset: Full USPTO retrosynthesis dataset with 1.9M reactions from patents (1976-2016). Task: Predict the reactants needed to synthesize the given product. (1) Given the product [OH:33][C:25]([CH3:27])([CH3:26])[CH2:24][O:23][C:20]1[CH:21]=[CH:22][C:17]([C:9]2[S:10][C:11]([C:12]([O:14][CH2:15][CH3:16])=[O:13])=[C:7]([CH3:6])[N:8]=2)=[CH:18][C:19]=1[N:28]1[CH:32]=[N:31][N:30]=[N:29]1, predict the reactants needed to synthesize it. The reactants are: S(=O)(=O)(O)O.[CH3:6][C:7]1[N:8]=[C:9]([C:17]2[CH:22]=[CH:21][C:20]([O:23][CH:24]=[C:25]([CH3:27])[CH3:26])=[C:19]([N:28]3[CH:32]=[N:31][N:30]=[N:29]3)[CH:18]=2)[S:10][C:11]=1[C:12]([O:14][CH2:15][CH3:16])=[O:13].[OH2:33]. (2) Given the product [N:12]([C@@H:15]1[CH2:20][C@H:19]([OH:21])[C@@H:18]([CH2:22][O:23][Si:8]([C:4]([CH3:7])([CH3:6])[CH3:5])([CH3:11])[CH3:10])[O:17][CH2:16]1)=[N+:13]=[N-:14], predict the reactants needed to synthesize it. The reactants are: ClCCl.[C:4]([Si:8]([CH3:11])([CH3:10])Cl)([CH3:7])([CH3:6])[CH3:5].[N:12]([C@@H:15]1[CH2:20][C@H:19]([OH:21])[C@@H:18]([CH2:22][OH:23])[O:17][CH2:16]1)=[N+:13]=[N-:14].C(N(CC)CC)C. (3) Given the product [F:9][C:10]1[CH:25]=[CH:24][C:13]([O:14][C@H:15]2[CH2:16][O:17][C@@H:18]3[C@@H:22]([N:23]=[C:2]=[O:5])[CH2:21][O:20][C@H:19]23)=[CH:12][CH:11]=1, predict the reactants needed to synthesize it. The reactants are: Cl[C:2]([O:5]C(Cl)=O)(Cl)Cl.[F:9][C:10]1[CH:25]=[CH:24][C:13]([O:14][C@@H:15]2[C@H:19]3[O:20][CH2:21][C@H:22]([NH2:23])[C@H:18]3[O:17][CH2:16]2)=[CH:12][CH:11]=1. (4) Given the product [Cl:1][C:2]1[N:7]=[C:6]([N:34]([C:28]2[CH:33]=[CH:32][CH:31]=[CH:30][CH:29]=2)[NH2:35])[N:5]=[C:4]([NH:12][C@H:13]([C:15]([F:18])([F:17])[F:16])[CH3:14])[C:3]=1[C:19]1[C:24]([F:25])=[CH:23][C:22]([F:26])=[CH:21][C:20]=1[F:27], predict the reactants needed to synthesize it. The reactants are: [Cl:1][C:2]1[N:7]=[C:6](S(C)(=O)=O)[N:5]=[C:4]([NH:12][C@H:13]([C:15]([F:18])([F:17])[F:16])[CH3:14])[C:3]=1[C:19]1[C:24]([F:25])=[CH:23][C:22]([F:26])=[CH:21][C:20]=1[F:27].[C:28]1([NH:34][NH2:35])[CH:33]=[CH:32][CH:31]=[CH:30][CH:29]=1. (5) Given the product [Cl:1]/[C:2](/[C:3]([F:6])([F:5])[F:4])=[CH:7]\[C@@H:8]1[C@H:10]([C:11]([O:22][CH2:21][C:20]2[C:19]([F:27])=[C:18]([F:28])[C:17]([CH3:16])=[C:24]([F:25])[C:23]=2[F:26])=[O:12])[C:9]1([CH3:15])[CH3:14], predict the reactants needed to synthesize it. The reactants are: [Cl:1]/[C:2](=[CH:7]\[C@@H:8]1[C@H:10]([C:11](Cl)=[O:12])[C:9]1([CH3:15])[CH3:14])/[C:3]([F:6])([F:5])[F:4].[CH3:16][C:17]1[C:24]([F:25])=[C:23]([F:26])[C:20]([CH2:21][OH:22])=[C:19]([F:27])[C:18]=1[F:28]. (6) Given the product [NH2:1][C:2]1[CH:3]=[CH:4][C:5]([C:6]([O:8][CH3:9])=[O:7])=[CH:10][C:11]=1[I:12], predict the reactants needed to synthesize it. The reactants are: [NH2:1][C:2]1[CH:11]=[CH:10][C:5]([C:6]([O:8][CH3:9])=[O:7])=[CH:4][CH:3]=1.[I:12]N1C(=O)CCC1=O.